From a dataset of Reaction yield outcomes from USPTO patents with 853,638 reactions. Predict the reaction yield, written as a fraction of the theoretical maximum amount of product (1.0 means a 100% yield; for example, 0.34 means a 34% yield). (1) The reactants are [Cl-].O[NH3+:3].[C:4](=[O:7])([O-])[OH:5].[Na+].CS(C)=O.[C:13]([C:16]1[CH:56]=[CH:55][C:19]([O:20][C@@H:21]2[CH2:26][CH2:25][C@H:24]([N:27]3[C:32](=[O:33])[C:31]([CH2:34][C:35]4[CH:40]=[CH:39][C:38]([C:41]5[C:42]([C:47]#[N:48])=[CH:43][CH:44]=[CH:45][CH:46]=5)=[CH:37][CH:36]=4)=[C:30]([CH2:49][CH2:50][CH3:51])[N:29]4[N:52]=[CH:53][N:54]=[C:28]34)[CH2:23][CH2:22]2)=[CH:18][CH:17]=1)(=[O:15])[CH3:14]. The catalyst is O.C(OCC)(=O)C. The product is [C:13]([C:16]1[CH:17]=[CH:18][C:19]([O:20][C@@H:21]2[CH2:26][CH2:25][C@H:24]([N:27]3[C:32](=[O:33])[C:31]([CH2:34][C:35]4[CH:40]=[CH:39][C:38]([C:41]5[CH:46]=[CH:45][CH:44]=[CH:43][C:42]=5[C:47]5[NH:3][C:4](=[O:7])[O:5][N:48]=5)=[CH:37][CH:36]=4)=[C:30]([CH2:49][CH2:50][CH3:51])[N:29]4[N:52]=[CH:53][N:54]=[C:28]34)[CH2:23][CH2:22]2)=[CH:55][CH:56]=1)(=[O:15])[CH3:14]. The yield is 0.170. (2) The reactants are Br[C:2]1[CH:3]=[CH:4][C:5]2[S:9][CH:8]=[CH:7][C:6]=2[CH:10]=1.[CH3:11][O-:12].[Na+]. The catalyst is [Cu]Br.[Cu].CO. The product is [CH3:11][O:12][C:2]1[CH:3]=[CH:4][C:5]2[S:9][CH:8]=[CH:7][C:6]=2[CH:10]=1. The yield is 0.520. (3) The reactants are [H-].[Na+].[O:3]=[C:4]([CH2:11][CH2:12][CH3:13])[CH2:5][C:6]([O:8][CH2:9][CH3:10])=[O:7].Br[CH2:15][C:16]1[CH:21]=[CH:20][C:19]([C:22]2[C:23]([C:28]#[N:29])=[CH:24][CH:25]=[CH:26][CH:27]=2)=[C:18]([F:30])[CH:17]=1.Cl. The catalyst is O1CCCC1. The product is [C:28]([C:23]1[CH:24]=[CH:25][CH:26]=[CH:27][C:22]=1[C:19]1[CH:20]=[CH:21][C:16]([CH2:15][CH:5]([C:4](=[O:3])[CH2:11][CH2:12][CH3:13])[C:6]([O:8][CH2:9][CH3:10])=[O:7])=[CH:17][C:18]=1[F:30])#[N:29]. The yield is 1.00.